From a dataset of HIV replication inhibition screening data with 41,000+ compounds from the AIDS Antiviral Screen. Binary Classification. Given a drug SMILES string, predict its activity (active/inactive) in a high-throughput screening assay against a specified biological target. (1) The drug is N#CC(=CNC(=S)Nc1ccc(S(=O)(=O)Nc2nccs2)cc1)C(=O)c1ccc2ccccc2c1. The result is 0 (inactive). (2) The compound is Cn1c2c(c(=O)n(C)c1=O)CS(=O)c1ccccc1N2. The result is 0 (inactive). (3) The drug is C1CCC(N=C2N(C3CCCCC3)C(=NC3CCCCC3)N2C2CCCCC2)CC1. The result is 0 (inactive). (4) The result is 0 (inactive). The compound is CN(C)C(=S)N=c1ssc(=NS(=O)(=O)c2ccccc2)n1N(C)C.